This data is from Forward reaction prediction with 1.9M reactions from USPTO patents (1976-2016). The task is: Predict the product of the given reaction. Given the reactants [Br:1][C:2]1[CH:3]=[N:4][C:5]2[N:6]([N:8]=[C:9]([C:11]([OH:13])=O)[CH:10]=2)[CH:7]=1.[CH3:14][N:15]1[C:20]2[CH:21]=[CH:22][N:23]=[CH:24][C:19]=2[CH2:18][CH2:17][NH:16]1, predict the reaction product. The product is: [Br:1][C:2]1[CH:3]=[N:4][C:5]2[N:6]([N:8]=[C:9]([C:11]([N:16]3[CH2:17][CH2:18][C:19]4[CH:24]=[N:23][CH:22]=[CH:21][C:20]=4[N:15]3[CH3:14])=[O:13])[CH:10]=2)[CH:7]=1.